From a dataset of Reaction yield outcomes from USPTO patents with 853,638 reactions. Predict the reaction yield, written as a fraction of the theoretical maximum amount of product (1.0 means a 100% yield; for example, 0.34 means a 34% yield). The catalyst is ClCCl. The reactants are [OH:1][CH:2]([C@@H:14]([NH:19][C:20](=[O:35])[O:21][CH2:22][C:23]1([CH2:27][S:28][C:29]2[N:30]([CH3:34])[CH:31]=[CH:32][N:33]=2)[CH2:26][CH2:25][CH2:24]1)[CH2:15][CH2:16][CH2:17][CH3:18])[C:3](=[O:13])[NH:4][C@@H:5]([C:7]1[CH:12]=[CH:11][CH:10]=[CH:9][CH:8]=1)[CH3:6].C(Cl)(=O)C(Cl)=O.CS(C)=O.C(N(CC)CC)C. The product is [O:13]=[C:3]([NH:4][C@@H:5]([C:7]1[CH:12]=[CH:11][CH:10]=[CH:9][CH:8]=1)[CH3:6])[C:2]([C@@H:14]([NH:19][C:20](=[O:35])[O:21][CH2:22][C:23]1([CH2:27][S:28][C:29]2[N:30]([CH3:34])[CH:31]=[CH:32][N:33]=2)[CH2:24][CH2:25][CH2:26]1)[CH2:15][CH2:16][CH2:17][CH3:18])=[O:1]. The yield is 0.290.